This data is from Peptide-MHC class I binding affinity with 185,985 pairs from IEDB/IMGT. The task is: Regression. Given a peptide amino acid sequence and an MHC pseudo amino acid sequence, predict their binding affinity value. This is MHC class I binding data. (1) The peptide sequence is YTVKYPKL. The MHC is H-2-Db with pseudo-sequence H-2-Db. The binding affinity (normalized) is 0. (2) The peptide sequence is KRWIIMGLNK. The MHC is HLA-C06:02 with pseudo-sequence HLA-C06:02. The binding affinity (normalized) is 0. (3) The peptide sequence is FPYSTFPII. The MHC is HLA-B15:01 with pseudo-sequence HLA-B15:01. The binding affinity (normalized) is 0.213. (4) The peptide sequence is SVPLPCQLMY. The MHC is HLA-A11:01 with pseudo-sequence HLA-A11:01. The binding affinity (normalized) is 0.664. (5) The peptide sequence is ILSTLPETTV. The MHC is Patr-A0701 with pseudo-sequence Patr-A0701. The binding affinity (normalized) is 0. (6) The binding affinity (normalized) is 0.0847. The MHC is HLA-A02:03 with pseudo-sequence HLA-A02:03. The peptide sequence is ETTEANAGQ. (7) The peptide sequence is IFEDQLLPFMS. The MHC is H-2-Db with pseudo-sequence H-2-Db. The binding affinity (normalized) is 0.321. (8) The peptide sequence is GPSHKARVL. The MHC is HLA-B08:01 with pseudo-sequence HLA-B08:01. The binding affinity (normalized) is 0.164. (9) The peptide sequence is KWDLLKYDF. The MHC is HLA-A30:02 with pseudo-sequence HLA-A30:02. The binding affinity (normalized) is 0.585. (10) The peptide sequence is ERLAIRGSL. The MHC is HLA-A23:01 with pseudo-sequence HLA-A23:01. The binding affinity (normalized) is 0.